From a dataset of Merck oncology drug combination screen with 23,052 pairs across 39 cell lines. Regression. Given two drug SMILES strings and cell line genomic features, predict the synergy score measuring deviation from expected non-interaction effect. (1) Drug 1: Nc1ccn(C2OC(CO)C(O)C2(F)F)c(=O)n1. Drug 2: CNC(=O)c1cc(Oc2ccc(NC(=O)Nc3ccc(Cl)c(C(F)(F)F)c3)cc2)ccn1. Cell line: OV90. Synergy scores: synergy=-4.72. (2) Drug 1: COC12C(COC(N)=O)C3=C(C(=O)C(C)=C(N)C3=O)N1CC1NC12. Drug 2: Cn1nnc2c(C(N)=O)ncn2c1=O. Cell line: SKMEL30. Synergy scores: synergy=-3.11. (3) Drug 1: CC1CC2C3CCC4=CC(=O)C=CC4(C)C3(F)C(O)CC2(C)C1(O)C(=O)CO. Drug 2: Cn1c(=O)n(-c2ccc(C(C)(C)C#N)cc2)c2c3cc(-c4cnc5ccccc5c4)ccc3ncc21. Cell line: SKMES1. Synergy scores: synergy=42.9.